This data is from Catalyst prediction with 721,799 reactions and 888 catalyst types from USPTO. The task is: Predict which catalyst facilitates the given reaction. (1) Reactant: [F:1][C:2]1[CH:7]=[CH:6][C:5]([C:8]2[O:9][C:10]3[CH:21]=[C:20]([N:22]([CH3:27])[S:23]([CH3:26])(=[O:25])=[O:24])[C:19]([O:28][CH:29]([CH3:31])[CH3:30])=[CH:18][C:11]=3[C:12]=2[C:13]2[NH:17][N:16]=[CH:15][N:14]=2)=[CH:4][CH:3]=1.COC(OC)N(C)C.FC1C=CC(C2OC3C=C(NS(C)(=O)=O)C(OC(C)C)=CC=3C=2C(N)=O)=CC=1.NN. Product: [F:1][C:2]1[CH:7]=[CH:6][C:5]([C:8]2[O:9][C:10]3[CH:21]=[C:20]([NH:22][S:23]([CH3:26])(=[O:24])=[O:25])[C:19]([O:28][CH:29]([CH3:31])[CH3:30])=[CH:18][C:11]=3[C:12]=2[C:13]2[NH:17][N:16]=[CH:15][N:14]=2)=[CH:4][CH:3]=1.[F:1][C:2]1[CH:7]=[CH:6][C:5]([C:8]2[O:9][C:10]3[CH:21]=[C:20]([N:22]([CH3:27])[S:23]([CH3:26])(=[O:24])=[O:25])[C:19]([O:28][CH:29]([CH3:31])[CH3:30])=[CH:18][C:11]=3[C:12]=2[C:13]2[NH:17][N:16]=[CH:15][N:14]=2)=[CH:4][CH:3]=1. The catalyst class is: 329. (2) Reactant: Br[C:2]1[CH:13]=[C:12]([F:14])[CH:11]=[CH:10][C:3]=1[O:4][CH:5]1[CH2:9][CH2:8][O:7][CH2:6]1.C([Mg]Cl)(C)C.CN([CH:23]=[O:24])C. Product: [F:14][C:12]1[CH:11]=[CH:10][C:3]([O:4][CH:5]2[CH2:9][CH2:8][O:7][CH2:6]2)=[C:2]([CH:13]=1)[CH:23]=[O:24]. The catalyst class is: 1. (3) Reactant: C([O:4][C@@H:5]1[CH2:9][CH2:8][N:7](C(OC(C)(C)C)=O)[C@@H:6]1[C:17](O)=O)(=O)C.[C:20]([C:24]1[CH:29]=[CH:28][C:27]([NH2:30])=[C:26]([NH2:31])[CH:25]=1)([CH3:23])([CH3:22])[CH3:21]. Product: [C:20]([C:24]1[CH:29]=[CH:28][C:27]2[NH:30][C:17]([C@@H:6]3[C@H:5]([OH:4])[CH2:9][CH2:8][NH:7]3)=[N:31][C:26]=2[CH:25]=1)([CH3:23])([CH3:21])[CH3:22]. The catalyst class is: 33.